From a dataset of Forward reaction prediction with 1.9M reactions from USPTO patents (1976-2016). Predict the product of the given reaction. (1) Given the reactants [CH3:1][O:2][C:3]1[CH:4]=[C:5]([CH:30]=[CH:31][C:32]=1[O:33][CH3:34])[CH2:6][NH:7][C:8](=[O:29])[C:9]1[CH:14]=[C:13](/[CH:15]=C/C(OC)=O)[CH:12]=[CH:11][C:10]=1[NH:21][C@H:22]1[CH2:27][CH2:26][C@H:25]([OH:28])[CH2:24][CH2:23]1.C[N+]1([O-])CC[O:39]CC1.CO.I([O-])(=O)(=O)=O.[Na+], predict the reaction product. The product is: [CH3:1][O:2][C:3]1[CH:4]=[C:5]([CH:30]=[CH:31][C:32]=1[O:33][CH3:34])[CH2:6][NH:7][C:8](=[O:29])[C:9]1[CH:14]=[C:13]([CH:15]=[O:39])[CH:12]=[CH:11][C:10]=1[NH:21][C@H:22]1[CH2:23][CH2:24][C@H:25]([OH:28])[CH2:26][CH2:27]1. (2) Given the reactants [F:1][C:2]1[CH:3]=[C:4]([C:9]2[C:10]([CH:19]=O)=[CH:11][CH:12]=[C:13]3[C:18]=2[N:17]=[CH:16][CH:15]=[CH:14]3)[CH:5]=[C:6]([F:8])[CH:7]=1.[CH3:21][C:22]([S:25]([NH2:27])=[O:26])([CH3:24])[CH3:23].C1COCC1.[Na+].[Cl-], predict the reaction product. The product is: [F:1][C:2]1[CH:3]=[C:4]([C:9]2[C:10](/[CH:19]=[N:27]/[S:25]([C:22]([CH3:24])([CH3:23])[CH3:21])=[O:26])=[CH:11][CH:12]=[C:13]3[C:18]=2[N:17]=[CH:16][CH:15]=[CH:14]3)[CH:5]=[C:6]([F:8])[CH:7]=1. (3) Given the reactants [CH3:1][O:2][CH2:3]/[CH:4]=[CH:5]/[C:6]1[CH:7]=[C:8]([C:16]([O:18][CH3:19])=[O:17])[C:9]2[C:14]([CH:15]=1)=[CH:13][CH:12]=[CH:11][CH:10]=2.C, predict the reaction product. The product is: [CH3:1][O:2][CH2:3][CH2:4][CH2:5][C:6]1[CH:7]=[C:8]([C:16]([O:18][CH3:19])=[O:17])[C:9]2[C:14]([CH:15]=1)=[CH:13][CH:12]=[CH:11][CH:10]=2. (4) Given the reactants Cl[C:2]1[N:7]=[C:6]([Cl:8])[CH:5]=[C:4]([O:9][CH3:10])[N:3]=1.[NH:11]1[CH2:16][CH2:15][CH:14]([NH:17][C:18](=[O:24])[O:19][C:20]([CH3:23])([CH3:22])[CH3:21])[CH2:13][CH2:12]1.C([O-])([O-])=O.[K+].[K+], predict the reaction product. The product is: [Cl:8][C:6]1[CH:5]=[C:4]([O:9][CH3:10])[N:3]=[C:2]([N:11]2[CH2:12][CH2:13][CH:14]([NH:17][C:18](=[O:24])[O:19][C:20]([CH3:22])([CH3:21])[CH3:23])[CH2:15][CH2:16]2)[N:7]=1. (5) Given the reactants [O:1]1CCCC[CH:2]1C(O)=O.[OH2:10].ON1C2[CH:17]=[CH:18][CH:19]=[CH:20][C:15]=2N=N1.[NH:21]1[CH2:26][CH2:25][CH:24]([C:27]2[CH:32]=[CH:31][C:30]([O:33][CH2:34][CH2:35][CH2:36][N:37]3[CH2:42][CH2:41][CH2:40][CH2:39][CH2:38]3)=[CH:29][CH:28]=2)[CH2:23][CH2:22]1, predict the reaction product. The product is: [N:37]1([CH2:36][CH2:35][CH2:34][O:33][C:30]2[CH:29]=[CH:28][C:27]([CH:24]3[CH2:23][CH2:22][N:21]([C:2]([CH:19]4[CH2:18][CH2:17][O:10][CH2:15][CH2:20]4)=[O:1])[CH2:26][CH2:25]3)=[CH:32][CH:31]=2)[CH2:42][CH2:41][CH2:40][CH2:39][CH2:38]1. (6) Given the reactants [Cl:1][C:2]1[C:3]2[N:4]([C:8]([CH:11]3[CH2:14][C:13](=[CH2:15])[CH2:12]3)=[N:9][CH:10]=2)[CH:5]=[CH:6][N:7]=1.B1C2CCCC1CCC2.[OH2:25].[Na+].[Cl-], predict the reaction product. The product is: [Cl:1][C:2]1[C:3]2[N:4]([C:8]([CH:11]3[CH2:14][CH:13]([CH2:15][OH:25])[CH2:12]3)=[N:9][CH:10]=2)[CH:5]=[CH:6][N:7]=1.